Dataset: Peptide-MHC class II binding affinity with 134,281 pairs from IEDB. Task: Regression. Given a peptide amino acid sequence and an MHC pseudo amino acid sequence, predict their binding affinity value. This is MHC class II binding data. (1) The MHC is DRB1_1302 with pseudo-sequence DRB1_1302. The binding affinity (normalized) is 0.585. The peptide sequence is GELQIQDKIDAAFKI. (2) The peptide sequence is EKKYFAATKFEPLAA. The MHC is HLA-DPA10301-DPB10402 with pseudo-sequence HLA-DPA10301-DPB10402. The binding affinity (normalized) is 0.983. (3) The peptide sequence is VDLFVFSTSFYLISI. The MHC is DRB1_0401 with pseudo-sequence DRB1_0401. The binding affinity (normalized) is 0.0410. (4) The MHC is HLA-DPA10201-DPB11401 with pseudo-sequence HLA-DPA10201-DPB11401. The binding affinity (normalized) is 0.298. The peptide sequence is EKKYFAATQFEPRAA. (5) The peptide sequence is TLWQRPVVTIKIGGQLKEAL. The MHC is DRB1_0405 with pseudo-sequence DRB1_0405. The binding affinity (normalized) is 0.229. (6) The peptide sequence is VLLAFNCHERPYDLD. The MHC is DRB1_1201 with pseudo-sequence DRB1_1201. The binding affinity (normalized) is 0.438. (7) The peptide sequence is CFKYLLIQGHYDQKL. The MHC is DRB1_1302 with pseudo-sequence DRB1_1302. The binding affinity (normalized) is 0.305.